This data is from Reaction yield outcomes from USPTO patents with 853,638 reactions. The task is: Predict the reaction yield, written as a fraction of the theoretical maximum amount of product (1.0 means a 100% yield; for example, 0.34 means a 34% yield). (1) The reactants are C([N:8](CC1C=CC=CC=1)[C:9]1[N:17]=[CH:16][N:15]=[C:14]2[C:10]=1[NH:11][C:12](=[O:33])[N:13]2[C:18]1[CH:19]=[C:20]([NH:25][C:26](=[O:32])[O:27][C:28]([CH3:31])([CH3:30])[CH3:29])[CH:21]=[C:22]([CH3:24])[CH:23]=1)C1C=CC=CC=1.Cl. The yield is 0.970. The catalyst is CO.[OH-].[OH-].[Pd+2]. The product is [NH2:8][C:9]1[N:17]=[CH:16][N:15]=[C:14]2[C:10]=1[NH:11][C:12](=[O:33])[N:13]2[C:18]1[CH:19]=[C:20]([NH:25][C:26](=[O:32])[O:27][C:28]([CH3:29])([CH3:31])[CH3:30])[CH:21]=[C:22]([CH3:24])[CH:23]=1. (2) The product is [Br:1][C:2]1[CH:3]=[C:4]([N:8]([CH2:9][C:10]2[CH:15]=[CH:14][CH:13]=[C:12]([O:16][C:17]([F:18])([F:19])[F:20])[CH:11]=2)[CH2:47][C@@H:46]([OH:41])[C:22]([F:28])([F:27])[F:21])[CH:5]=[CH:6][CH:7]=1. The yield is 0.900. The reactants are [Br:1][C:2]1[CH:3]=[C:4]([NH:8][CH2:9][C:10]2[CH:15]=[CH:14][CH:13]=[C:12]([O:16][C:17]([F:20])([F:19])[F:18])[CH:11]=2)[CH:5]=[CH:6][CH:7]=1.[F:21][C:22]([F:28])([F:27])S([O-])(=[O:41])=[O:41].[Yb+3].[F:21][C:22]([F:28])([F:27])S([O-])(=O)=O.[F:21][C:22]([F:28])([F:27])S([O-])(=O)=[O:41].[C:46](#N)[CH3:47]. No catalyst specified. (3) The reactants are [C:1]([O:5][C:6]([NH:8][C@@:9]1([C:29]([OH:31])=[O:30])[C@H:14]([CH2:15][S:16][C:17]2[CH:22]=[CH:21][C:20]([F:23])=[C:19]([CH3:24])[CH:18]=2)[C@@H:13]([OH:25])[C@@H:12]2[C@H:10]1[C@H:11]2[C:26]([OH:28])=[O:27])=[O:7])([CH3:4])([CH3:3])[CH3:2].C(=O)(O)[O-].[Na+].S(Cl)(O[CH2:41][Cl:42])(=O)=O.[Cl:44][CH2:45]Cl. The catalyst is S(=O)(=O)(O)[O-].C([N+](CCCC)(CCCC)CCCC)CCC.O. The product is [Cl:44][CH2:45][O:30][C:29]([C@:9]1([NH:8][C:6]([O:5][C:1]([CH3:4])([CH3:2])[CH3:3])=[O:7])[C@H:14]([CH2:15][S:16][C:17]2[CH:22]=[CH:21][C:20]([F:23])=[C:19]([CH3:24])[CH:18]=2)[C@@H:13]([OH:25])[C@@H:12]2[C@H:10]1[C@H:11]2[C:26]([O:28][CH2:41][Cl:42])=[O:27])=[O:31]. The yield is 0.470. (4) The reactants are [Br:1][C:2]1[CH:7]=[CH:6][C:5]([C:8]2[S:9][CH:10]=[C:11]([C:14]([CH3:16])=O)[C:12]=2[OH:13])=[CH:4][CH:3]=1.[N:17]1[CH:22]=[CH:21][CH:20]=[C:19]([CH2:23][NH:24][C:25]([C:27]2[S:28][C:29]([C:32]([NH:34][NH2:35])=[O:33])=[CH:30][CH:31]=2)=[O:26])[CH:18]=1. The catalyst is CS(C)=O. The product is [N:17]1[CH:22]=[CH:21][CH:20]=[C:19]([CH2:23][NH:24][C:25]([C:27]2[S:28][C:29]([C:32]([NH:34][N:35]=[C:14]([C:11]3[C:12]([OH:13])=[C:8]([C:5]4[CH:6]=[CH:7][C:2]([Br:1])=[CH:3][CH:4]=4)[S:9][CH:10]=3)[CH3:16])=[O:33])=[CH:30][CH:31]=2)=[O:26])[CH:18]=1. The yield is 0.810. (5) The reactants are ClC1C=CC=C2C=1[N:10]=C(C1C=CC=CC=1Cl)C(CN)=C2.Cl[C:22]1[CH:27]=[CH:26][N:25]=[C:24]2[N:28](C(OC(C)(C)C)=O)[CH:29]=[N:30][C:23]=12.C(N(C(C)C)CC)(C)C.C(O)CCC. The catalyst is CC1C(NC(CN2CCOCC2)=O)=C(C)C=C(OCC2C=CC=CC=2)C=1. The product is [N:30]1[C:23]2[C:24](=[N:25][CH:26]=[CH:27][C:22]=2[NH2:10])[NH:28][CH:29]=1. The yield is 0.150. (6) The reactants are [CH3:1][O:2][C:3](=[O:25])[C:4]1[CH:9]=[C:8]([C:10](=O)/[CH:11]=[CH:12]/N(C)C)[C:7]([C:17]([F:20])([F:19])[F:18])=[CH:6][C:5]=1[NH:21][C:22](=[O:24])[CH3:23].[CH3:26][O:27][CH2:28][CH2:29][NH:30][NH2:31]. The catalyst is C1(C)C=CC=CC=1. The product is [CH3:1][O:2][C:3](=[O:25])[C:4]1[CH:9]=[C:8]([C:10]2[N:30]([CH2:29][CH2:28][O:27][CH3:26])[N:31]=[CH:12][CH:11]=2)[C:7]([C:17]([F:18])([F:20])[F:19])=[CH:6][C:5]=1[NH:21][C:22](=[O:24])[CH3:23]. The yield is 0.550.